Task: Predict the reaction yield, written as a fraction of the theoretical maximum amount of product (1.0 means a 100% yield; for example, 0.34 means a 34% yield).. Dataset: Reaction yield outcomes from USPTO patents with 853,638 reactions (1) The reactants are [OH-:1].[Na+].[F:3][C:4]1[CH:11]=[C:10]([O:12][CH3:13])[CH:9]=[CH:8][C:5]=1[CH:6]=[O:7]. The catalyst is O. The product is [F:3][C:4]1[CH:11]=[C:10]([O:12][CH3:13])[CH:9]=[CH:8][C:5]=1[C:6]([OH:1])=[O:7]. The yield is 0.820. (2) The yield is 0.660. The reactants are [CH:1]1([N:7]2[C:12](=[O:13])[C:11]([C:14]([NH:16][CH2:17][C:18]([O:20]CC)=[O:19])=[O:15])=[C:10]([OH:23])[C:9]([C:24](OC)=[O:25])=[C:8]2[OH:28])[CH2:6][CH2:5][CH2:4][CH2:3][CH2:2]1.[CH:29]1([NH2:35])[CH2:34][CH2:33][CH2:32][CH2:31][CH2:30]1.[OH-].[Na+].Cl. The catalyst is O1CCOCC1.CCOCC.C(O)C. The product is [CH:29]1([N:35]2[C:24]([OH:25])=[C:9]([C:8]([NH:7][CH:1]3[CH2:6][CH2:5][CH2:4][CH2:3][CH2:2]3)=[O:28])[C:10]([OH:23])=[C:11]([C:14]([NH:16][CH2:17][C:18]([OH:20])=[O:19])=[O:15])[C:12]2=[O:13])[CH2:34][CH2:33][CH2:32][CH2:31][CH2:30]1. (3) The reactants are Br[C:2]1[CH:23]=[CH:22][C:5]2[C:6]3[N:7]([CH:11]=[C:12]([C:14]4[N:18]([CH:19]([CH3:21])[CH3:20])[N:17]=[CH:16][N:15]=4)[N:13]=3)[CH2:8][CH2:9][O:10][C:4]=2[CH:3]=1.[CH3:24][C:25]1([CH3:41])[C:29]([CH3:31])([CH3:30])[O:28][B:27]([B:27]2[O:28][C:29]([CH3:31])([CH3:30])[C:25]([CH3:41])([CH3:24])[O:26]2)[O:26]1.CC([O-])=O.[K+]. The catalyst is CN(C=O)C.C1C=CC(P(C2C=CC=CC=2)[C-]2C=CC=C2)=CC=1.C1C=CC(P(C2C=CC=CC=2)[C-]2C=CC=C2)=CC=1.Cl[Pd]Cl.[Fe+2]. The product is [CH:19]([N:18]1[C:14]([C:12]2[N:13]=[C:6]3[C:5]4[CH:22]=[CH:23][C:2]([B:27]5[O:28][C:29]([CH3:31])([CH3:30])[C:25]([CH3:41])([CH3:24])[O:26]5)=[CH:3][C:4]=4[O:10][CH2:9][CH2:8][N:7]3[CH:11]=2)=[N:15][CH:16]=[N:17]1)([CH3:21])[CH3:20]. The yield is 0.490. (4) The reactants are [C:1]([O:5][C@@H:6]([C:12]1[C:13]([CH3:34])=[N:14][C:15]([CH3:33])=[C:16]([C:26]2[CH:31]=[CH:30][C:29](O)=[CH:28][CH:27]=2)[C:17]=1[N:18]1[CH2:23][CH2:22][C:21]([CH3:25])([CH3:24])[CH2:20][CH2:19]1)[C:7]([O:9]CC)=[O:8])([CH3:4])([CH3:3])[CH3:2].[CH3:35][C:36]1[C:40]([CH2:41][CH2:42][OH:43])=[C:39]([CH3:44])[O:38][N:37]=1.C1C=CC(P(C2C=CC=CC=2)C2C=CC=CC=2)=CC=1.CC(OC(/N=N/C(OC(C)C)=O)=O)C. The catalyst is C1COCC1. The product is [C:1]([O:5][C@@H:6]([C:12]1[C:13]([CH3:34])=[N:14][C:15]([CH3:33])=[C:16]([C:26]2[CH:27]=[CH:28][C:29]([O:43][CH2:42][CH2:41][C:40]3[C:36]([CH3:35])=[N:37][O:38][C:39]=3[CH3:44])=[CH:30][CH:31]=2)[C:17]=1[N:18]1[CH2:19][CH2:20][C:21]([CH3:25])([CH3:24])[CH2:22][CH2:23]1)[C:7]([OH:9])=[O:8])([CH3:4])([CH3:2])[CH3:3]. The yield is 0.416. (5) The reactants are [CH2:1]([NH:8][CH2:9][C:10]([OH:12])=[O:11])[C:2]1[CH:7]=[CH:6][CH:5]=[CH:4][CH:3]=1.[ClH:13].[CH3:14]O. The catalyst is O1CCOCC1. The product is [ClH:13].[CH2:1]([NH:8][CH2:9][C:10]([O:12][CH3:14])=[O:11])[C:2]1[CH:7]=[CH:6][CH:5]=[CH:4][CH:3]=1. The yield is 0.990. (6) The reactants are Cl.[CH3:2][N:3]1[CH2:8][CH2:7][N:6]([C:9]2[CH:17]=[CH:16][C:12]([C:13]([OH:15])=O)=[C:11]([N:18]([CH:25]3[CH2:30][CH2:29][O:28][CH2:27][CH2:26]3)C(=O)C(F)(F)F)[CH:10]=2)[CH2:5][CH2:4]1.CN(C=O)C.C(Cl)(=O)C(Cl)=O.[F:42][C:43]1[CH:60]=[CH:59][C:58]([F:61])=[CH:57][C:44]=1[CH2:45][O:46][C:47]1[CH:48]=[C:49]2[C:53](=[CH:54][CH:55]=1)[NH:52][N:51]=[C:50]2[NH2:56]. The catalyst is C(Cl)Cl.N1C=CC=CC=1. The product is [F:42][C:43]1[CH:60]=[CH:59][C:58]([F:61])=[CH:57][C:44]=1[CH2:45][O:46][C:47]1[CH:48]=[C:49]2[C:53](=[CH:54][CH:55]=1)[NH:52][N:51]=[C:50]2[NH:56][C:13](=[O:15])[C:12]1[CH:16]=[CH:17][C:9]([N:6]2[CH2:7][CH2:8][N:3]([CH3:2])[CH2:4][CH2:5]2)=[CH:10][C:11]=1[NH:18][CH:25]1[CH2:26][CH2:27][O:28][CH2:29][CH2:30]1. The yield is 0.750. (7) The reactants are C[O:2][C:3](=[O:14])[C:4]1[CH:9]=[C:8]([N+:10]([O-:12])=[O:11])[CH:7]=[C:6](N)[CH:5]=1.[OH:15]S(O)(=O)=O.N([O-])=O.[Na+].[NH4+].[OH-]. The catalyst is O. The product is [OH:15][C:6]1[CH:5]=[C:4]([CH:9]=[C:8]([N+:10]([O-:12])=[O:11])[CH:7]=1)[C:3]([OH:2])=[O:14]. The yield is 0.390.